From a dataset of Forward reaction prediction with 1.9M reactions from USPTO patents (1976-2016). Predict the product of the given reaction. (1) Given the reactants [NH:1]1[C:9]2[C:4](=[CH:5][CH:6]=[CH:7][CH:8]=2)[C:3](/[CH:10]=[C:11]2\[O:12][C:13]3[C:20]([CH2:21][N:22]4[CH2:27][CH2:26][N:25]([C:28]([O:30][C:31]([CH3:34])([CH3:33])[CH3:32])=[O:29])[CH2:24][CH2:23]4)=[C:19]([OH:35])[CH:18]=[CH:17][C:14]=3[C:15]\2=[O:16])=[CH:2]1.[H][H], predict the reaction product. The product is: [NH:1]1[C:9]2[C:4](=[CH:5][CH:6]=[CH:7][CH:8]=2)[C:3]([CH2:10][CH:11]2[C:15](=[O:16])[C:14]3[CH:17]=[CH:18][C:19]([OH:35])=[C:20]([CH2:21][N:22]4[CH2:27][CH2:26][N:25]([C:28]([O:30][C:31]([CH3:33])([CH3:32])[CH3:34])=[O:29])[CH2:24][CH2:23]4)[C:13]=3[O:12]2)=[CH:2]1. (2) Given the reactants [NH:1]1[C:9]2[C:4](=[CH:5][CH:6]=[CH:7][CH:8]=2)[C:3]([CH2:10][NH2:11])=[CH:2]1.[CH2:12]([C:19]1([N:26]([CH3:28])[CH3:27])[CH2:24][CH2:23][C:22](=O)[CH2:21][CH2:20]1)[C:13]1[CH:18]=[CH:17][CH:16]=[CH:15][CH:14]=1.C(O)(=O)C.C(O[BH-](OC(=O)C)OC(=O)C)(=O)C.[Na+], predict the reaction product. The product is: [CH2:12]([C:19]1([N:26]([CH3:27])[CH3:28])[CH2:24][CH2:23][CH:22]([NH:11][CH2:10][C:3]2[C:4]3[C:9](=[CH:8][CH:7]=[CH:6][CH:5]=3)[NH:1][CH:2]=2)[CH2:21][CH2:20]1)[C:13]1[CH:18]=[CH:17][CH:16]=[CH:15][CH:14]=1. (3) Given the reactants [CH2:1]([O:8][C:9]1[CH:10]=[C:11]([CH:29]=[CH:30][CH:31]=1)[CH2:12][O:13][C:14]1[C:19]2[CH:20]=[C:21]([C:23](=O)[CH2:24]Br)[O:22][C:18]=2[CH:17]=[C:16]([CH2:27][CH3:28])[CH:15]=1)[C:2]1[CH:7]=[CH:6][CH:5]=[CH:4][CH:3]=1.[Br:32][C:33]1[S:37][C:36]([NH2:38])=[N:35][N:34]=1.C([O-])(O)=O.[Na+], predict the reaction product. The product is: [CH2:1]([O:8][C:9]1[CH:10]=[C:11]([CH:29]=[CH:30][CH:31]=1)[CH2:12][O:13][C:14]1[C:19]2[CH:20]=[C:21]([C:23]3[N:38]=[C:36]4[N:35]([CH:24]=3)[N:34]=[C:33]([Br:32])[S:37]4)[O:22][C:18]=2[CH:17]=[C:16]([CH2:27][CH3:28])[CH:15]=1)[C:2]1[CH:3]=[CH:4][CH:5]=[CH:6][CH:7]=1. (4) Given the reactants [CH2:1]([O:8][C@@H:9]1[C@@H:16]([O:17][CH2:18][C:19]2[CH:24]=[CH:23][CH:22]=[CH:21][CH:20]=2)[C@H:15]([OH:25])[C@@H:14]([CH2:26][OH:27])[O:13][C@@H:10]1[O:11][CH3:12])[C:2]1[CH:7]=[CH:6][CH:5]=[CH:4][CH:3]=1.C(N(CC)CC)C.CN(C1C=CC=CN=1)C.[C:44]([Si:48]([C:56]1[CH:61]=[CH:60][CH:59]=[CH:58][CH:57]=1)([C:50]1[CH:55]=[CH:54][CH:53]=[CH:52][CH:51]=1)Cl)([CH3:47])([CH3:46])[CH3:45], predict the reaction product. The product is: [CH2:1]([O:8][C@@H:9]1[C@@H:16]([O:17][CH2:18][C:19]2[CH:20]=[CH:21][CH:22]=[CH:23][CH:24]=2)[C@H:15]([OH:25])[C@@H:14]([CH2:26][O:27][Si:48]([C:44]([CH3:47])([CH3:46])[CH3:45])([C:56]2[CH:57]=[CH:58][CH:59]=[CH:60][CH:61]=2)[C:50]2[CH:55]=[CH:54][CH:53]=[CH:52][CH:51]=2)[O:13][C@@H:10]1[O:11][CH3:12])[C:2]1[CH:7]=[CH:6][CH:5]=[CH:4][CH:3]=1. (5) Given the reactants [CH3:1][C:2]1([CH3:24])[C:10]2[C:5](=[CH:6][C:7]([N+:11]([O-])=O)=[CH:8][CH:9]=2)[N:4]([CH2:14][CH2:15][CH2:16][N:17]2[CH2:22][CH2:21][O:20][CH2:19][CH2:18]2)[C:3]1=[O:23], predict the reaction product. The product is: [NH2:11][C:7]1[CH:6]=[C:5]2[C:10]([C:2]([CH3:24])([CH3:1])[C:3](=[O:23])[N:4]2[CH2:14][CH2:15][CH2:16][N:17]2[CH2:22][CH2:21][O:20][CH2:19][CH2:18]2)=[CH:9][CH:8]=1. (6) Given the reactants [Br:1][C:2]1[CH:7]=[CH:6][C:5]([O:8][C:9]2[CH:14]=[CH:13][CH:12]=[CH:11][CH:10]=2)=[C:4]([N+:15]([O-])=O)[CH:3]=1.Cl[Sn]Cl, predict the reaction product. The product is: [Br:1][C:2]1[CH:7]=[CH:6][C:5]([O:8][C:9]2[CH:14]=[CH:13][CH:12]=[CH:11][CH:10]=2)=[C:4]([NH2:15])[CH:3]=1. (7) Given the reactants [CH:1]1[C:10]2[C:5](=[CH:6][CH:7]=[CH:8][CH:9]=2)[CH:4]=[C:3]([C:11]2[NH:12][CH:13]=[C:14]([C:16]3[CH:17]=[C:18]([CH:22]=[CH:23][CH:24]=3)[C:19]([OH:21])=[O:20])[N:15]=2)[N:2]=1.[F:25][C:26]1[CH:35]=[CH:34][C:29]([C:30](=[O:33])[CH2:31]Br)=[CH:28][CH:27]=1, predict the reaction product. The product is: [CH:1]1[C:10]2[C:5](=[CH:6][CH:7]=[CH:8][CH:9]=2)[CH:4]=[C:3]([C:11]2[NH:12][CH:13]=[C:14]([C:16]3[CH:17]=[C:18]([CH:22]=[CH:23][CH:24]=3)[C:19]([O:21][CH2:31][C:30]([C:29]3[CH:34]=[CH:35][C:26]([F:25])=[CH:27][CH:28]=3)=[O:33])=[O:20])[N:15]=2)[N:2]=1. (8) The product is: [CH2:3]([C@H:2]1[C:5]2[CH:10]=[CH:9][CH:8]=[CH:7][C:6]=2[C@H:11]([CH2:12][CH3:13])[O:14][P:27](=[O:28])([C:21]2[CH:26]=[CH:25][CH:24]=[CH:23][CH:22]=2)[O:1]1)[CH3:4]. Given the reactants [OH:1][C@H:2]([C:5]1[CH:10]=[CH:9][CH:8]=[CH:7][C:6]=1[C@H:11]([OH:14])[CH2:12][CH3:13])[CH2:3][CH3:4].N1C=CC=CC=1.[C:21]1([P:27](Cl)(Cl)=[O:28])[CH:26]=[CH:25][CH:24]=[CH:23][CH:22]=1.Cl, predict the reaction product. (9) Given the reactants Cl.CO[C:4]1[CH:9]=[CH:8][CH:7]=[CH:6][C:5]=1[CH2:10][CH2:11][CH2:12][NH2:13].[CH2:14]([O:16][C:17]([C:19]1[C:20]([CH2:28][CH3:29])=[N:21][C:22](Cl)=[N:23][C:24]=1[CH2:25][CH3:26])=[O:18])[CH3:15].[C:30]([O-])(=[O:32])C.[K+].C(O)C, predict the reaction product. The product is: [CH2:14]([O:16][C:17]([C:19]1[C:20]([CH2:28][CH3:29])=[N:21][C:22]([NH:13][CH2:12][CH2:11][CH2:10][C:5]2[CH:4]=[CH:9][CH:8]=[C:7]([O:32][CH3:30])[CH:6]=2)=[N:23][C:24]=1[CH2:25][CH3:26])=[O:18])[CH3:15]. (10) Given the reactants [CH3:1][N:2]1[CH2:8][CH2:7][CH2:6][C:5]2[O:9][C:10]3[CH:15]=[C:14]([N:16]4[CH:21]=[CH:20][C:19]([O:22][CH2:23][C:24]5[CH:25]=[N:26][C:27]([CH3:30])=[CH:28][CH:29]=5)=[CH:18][C:17]4=[O:31])[CH:13]=[CH:12][C:11]=3[C:4]=2[CH2:3]1.[ClH:32].CCOCC, predict the reaction product. The product is: [ClH:32].[CH3:1][N:2]1[CH2:8][CH2:7][CH2:6][C:5]2[O:9][C:10]3[CH:15]=[C:14]([N:16]4[CH:21]=[CH:20][C:19]([O:22][CH2:23][C:24]5[CH:25]=[N:26][C:27]([CH3:30])=[CH:28][CH:29]=5)=[CH:18][C:17]4=[O:31])[CH:13]=[CH:12][C:11]=3[C:4]=2[CH2:3]1.